This data is from Catalyst prediction with 721,799 reactions and 888 catalyst types from USPTO. The task is: Predict which catalyst facilitates the given reaction. (1) Reactant: [CH2:1]([C:8]1[C:9]([NH2:22])=[N:10][CH:11]=[C:12]([C:14]2[CH:19]=[CH:18][C:17]([O:20][CH3:21])=[CH:16][CH:15]=2)[N:13]=1)[C:2]1[CH:7]=[CH:6][CH:5]=[CH:4][CH:3]=1.[CH3:23][O:24][C:25]1[CH:33]=[CH:32][C:28]([C:29](Cl)=[O:30])=[CH:27][CH:26]=1.O. Product: [CH2:1]([C:8]1[C:9]([NH:22][C:29](=[O:30])[C:28]2[CH:32]=[CH:33][C:25]([O:24][CH3:23])=[CH:26][CH:27]=2)=[N:10][CH:11]=[C:12]([C:14]2[CH:19]=[CH:18][C:17]([O:20][CH3:21])=[CH:16][CH:15]=2)[N:13]=1)[C:2]1[CH:7]=[CH:6][CH:5]=[CH:4][CH:3]=1. The catalyst class is: 537. (2) Reactant: [OH:1][C:2]1[CH:3]=[CH:4][C:5]([C@@H:13]([OH:35])[CH2:14][NH:15][CH2:16][C:17]2(O)[CH2:22][CH2:21][N:20]([CH2:23][CH2:24][O:25][CH2:26][CH2:27][C:28]3[CH:33]=[CH:32][CH:31]=[CH:30][CH:29]=3)[CH2:19][CH2:18]2)=[C:6]2[C:11]=1[NH:10][C:9](=[O:12])[CH:8]=[CH:7]2.N[CH2:37][C@@H](C1C=CC(O)=C2C=1C=CC(=O)N2)O[Si](C(C)(C)C)(C)C.C(O)(=O)C.C([BH3-])#N.[Na+]. The catalyst class is: 5. Product: [OH:1][C:2]1[CH:3]=[CH:4][C:5]([C@@H:13]([OH:35])[CH2:14][NH:15][CH2:16][CH:17]2[CH2:22][CH2:21][N:20]([CH2:23][CH2:24][O:25][CH2:26][C@H:27]([C:28]3[CH:33]=[CH:32][CH:31]=[CH:30][CH:29]=3)[CH3:37])[CH2:19][CH2:18]2)=[C:6]2[C:11]=1[NH:10][C:9](=[O:12])[CH:8]=[CH:7]2.